Dataset: Catalyst prediction with 721,799 reactions and 888 catalyst types from USPTO. Task: Predict which catalyst facilitates the given reaction. (1) Reactant: C(OC([N:8]1[CH2:13][CH2:12][N:11]([C:14]2[CH:19]=[C:18]([Cl:20])[CH:17]=[CH:16][C:15]=2[NH:21][C:22]([C:24]2[CH:29]=[CH:28][N:27]=[C:26]([Cl:30])[CH:25]=2)=[O:23])[CH2:10][CH2:9]1)=O)(C)(C)C.[F:31][C:32]([F:37])([F:36])[C:33]([OH:35])=[O:34]. Product: [F:31][C:32]([F:37])([F:36])[C:33]([OH:35])=[O:34].[Cl:30][C:26]1[CH:25]=[C:24]([CH:29]=[CH:28][N:27]=1)[C:22]([NH:21][C:15]1[CH:16]=[CH:17][C:18]([Cl:20])=[CH:19][C:14]=1[N:11]1[CH2:10][CH2:9][NH:8][CH2:13][CH2:12]1)=[O:23]. The catalyst class is: 4. (2) The catalyst class is: 4. Reactant: C(OC([N:8]1[CH2:13][CH2:12][N:11]([C:14]([O:16][CH2:17][C:18]2[CH:23]=[CH:22][CH:21]=[CH:20][CH:19]=2)=[O:15])[C@H:10]([CH3:24])[CH2:9]1)=O)(C)(C)C.C(O)(C(F)(F)F)=O. Product: [CH2:17]([O:16][C:14]([N:11]1[CH2:12][CH2:13][NH:8][CH2:9][C@H:10]1[CH3:24])=[O:15])[C:18]1[CH:19]=[CH:20][CH:21]=[CH:22][CH:23]=1. (3) Reactant: [Cl:1][C:2]1[CH:3]=[C:4]2[C:9](=[C:10]([Cl:12])[CH:11]=1)[CH:8]=[N:7][C:6]([NH2:13])=[CH:5]2.[C:14](N1C=CC=CC1=O)(N1C=CC=CC1=O)=[S:15]. Product: [Cl:1][C:2]1[CH:3]=[C:4]2[C:9](=[C:10]([Cl:12])[CH:11]=1)[CH:8]=[N:7][C:6]([N:13]=[C:14]=[S:15])=[CH:5]2. The catalyst class is: 4. (4) Reactant: [C:1]([C:5]1[CH:30]=[C:8]2[N:9]=[C:10]([CH3:29])[C:11]([CH:22](CCC)[C:23]([OH:25])=[O:24])=[C:12]([C:13]3[CH:18]=[CH:17][C:16]([CH3:19])=[CH:15][C:14]=3[O:20]C)[N:7]2[N:6]=1)([CH3:4])([CH3:3])[CH3:2].[I-].[Li+].C(OCC)(=O)C. Product: [C:1]([C:5]1[CH:30]=[C:8]2[N:9]=[C:10]([CH3:29])[C:11]([CH2:22][C:23]([OH:25])=[O:24])=[C:12]([C:13]3[CH:18]=[CH:17][C:16]([CH3:19])=[CH:15][C:14]=3[OH:20])[N:7]2[N:6]=1)([CH3:4])([CH3:3])[CH3:2]. The catalyst class is: 17.